From a dataset of Peptide-MHC class I binding affinity with 185,985 pairs from IEDB/IMGT. Regression. Given a peptide amino acid sequence and an MHC pseudo amino acid sequence, predict their binding affinity value. This is MHC class I binding data. The peptide sequence is FNGTRAENR. The MHC is HLA-A11:01 with pseudo-sequence HLA-A11:01. The binding affinity (normalized) is 0.